This data is from Peptide-MHC class II binding affinity with 134,281 pairs from IEDB. The task is: Regression. Given a peptide amino acid sequence and an MHC pseudo amino acid sequence, predict their binding affinity value. This is MHC class II binding data. The binding affinity (normalized) is 0.185. The peptide sequence is AVLVATNFFGINTIP. The MHC is HLA-DPA10103-DPB10301 with pseudo-sequence HLA-DPA10103-DPB10301.